This data is from Forward reaction prediction with 1.9M reactions from USPTO patents (1976-2016). The task is: Predict the product of the given reaction. (1) Given the reactants [C:1]([O:6][CH:7]1C2O[CH:15]3[CH:8]1OC(=O)[CH:11]3C2)(=[O:5])[C:2]([CH3:4])=[CH2:3].C(O[C:23]1[CH:28]=[CH:27][CH:26]=[C:25](O)[C:24]=1[CH3:30])(=O)C(C)=C, predict the reaction product. The product is: [C:1]([O:6][CH:7]1[C:25]2[CH:26]=[CH:27][CH:28]=[CH:23][C:24]=2[CH2:30][CH2:11][CH2:15][CH2:8]1)(=[O:5])[C:2]([CH3:4])=[CH2:3]. (2) Given the reactants [CH3:1][C:2]([CH3:9])=[CH:3][CH2:4][CH2:5][C@@H:6]([OH:8])[CH3:7].CCN(C(C)C)C(C)C.[S:19](Cl)([CH3:22])(=[O:21])=[O:20], predict the reaction product. The product is: [CH3:7][C@H:6]([O:8][S:19]([CH3:22])(=[O:21])=[O:20])[CH2:5][CH2:4][CH:3]=[C:2]([CH3:9])[CH3:1].